Dataset: Full USPTO retrosynthesis dataset with 1.9M reactions from patents (1976-2016). Task: Predict the reactants needed to synthesize the given product. (1) Given the product [C:13]([C:12]1[CH:15]=[CH:16][C:9]([NH:8][CH:5]2[CH2:6][CH2:7][CH:2]([O:1][CH2:29][C:28]([OH:30])=[O:27])[CH2:3][CH2:4]2)=[CH:10][C:11]=1[C:17]([F:18])([F:19])[F:20])#[N:14], predict the reactants needed to synthesize it. The reactants are: [OH:1][CH:2]1[CH2:7][CH2:6][CH:5]([NH:8][C:9]2[CH:16]=[CH:15][C:12]([C:13]#[N:14])=[C:11]([C:17]([F:20])([F:19])[F:18])[CH:10]=2)[CH2:4][CH2:3]1.[H-].[Na+].C([O:27][C:28](=[O:30])[CH3:29])(C)(C)C.FC(F)(F)C(O)=O. (2) Given the product [CH3:15][CH:6]([CH:7]([C:8]1[CH:9]=[CH:10][C:11]([CH3:14])=[CH:12][CH:13]=1)[C:16]([CH3:21])=[CH2:17])[CH:5]=[O:4], predict the reactants needed to synthesize it. The reactants are: C([O:4][CH2:5]/[C:6](/[CH3:15])=[CH:7]/[C:8]1[CH:13]=[CH:12][C:11]([CH3:14])=[CH:10][CH:9]=1)C=C.[CH:16]1[CH:21]=CC=C[CH:17]=1. (3) The reactants are: [F:1][C:2]1[C:11]([CH2:12][OH:13])=[CH:10][C:5]2[C:6]([CH3:9])=[N:7][O:8][C:4]=2[C:3]=1[F:14].C[N+]1([O-])CCOCC1. Given the product [F:1][C:2]1[C:11]([CH:12]=[O:13])=[CH:10][C:5]2[C:6]([CH3:9])=[N:7][O:8][C:4]=2[C:3]=1[F:14], predict the reactants needed to synthesize it. (4) Given the product [CH2:1]([NH:4][CH2:29][C:22]([NH:21][C:19]([O:18][CH2:11][C:12]1[CH:17]=[CH:16][CH:15]=[CH:14][CH:13]=1)=[O:20])([CH3:27])[C:23]([O:25][CH3:26])=[O:24])[CH:2]=[CH2:3], predict the reactants needed to synthesize it. The reactants are: [CH2:1]([NH2:4])[CH:2]=[CH2:3].[O-]S([O-])(=O)=O.[Mg+2].[CH2:11]([O:18][C:19]([NH:21][C:22]([CH3:29])([CH:27]=O)[C:23]([O:25][CH3:26])=[O:24])=[O:20])[C:12]1[CH:17]=[CH:16][CH:15]=[CH:14][CH:13]=1. (5) Given the product [ClH:37].[C:25]([C:19]1[CH:20]=[CH:21][C:22]2[O:23][CH2:24][C@H:14]3[C@H:15]([C:17]=2[CH:18]=1)[CH2:16][N:12]([CH2:11][CH2:10][C@H:7]1[CH2:8][CH2:9][C@H:4]([NH:3][C:34](=[O:36])[CH3:35])[CH2:5][CH2:6]1)[CH2:13]3)#[N:26], predict the reactants needed to synthesize it. The reactants are: Cl.Cl.[NH2:3][C@H:4]1[CH2:9][CH2:8][C@H:7]([CH2:10][CH2:11][N:12]2[CH2:16][C@H:15]3[C:17]4[CH:18]=[C:19]([C:25]#[N:26])[CH:20]=[CH:21][C:22]=4[O:23][CH2:24][C@@H:14]3[CH2:13]2)[CH2:6][CH2:5]1.C(N(CC)CC)C.[C:34]([Cl:37])(=[O:36])[CH3:35].Cl. (6) Given the product [NH2:1][C:2]1[C:7]([C:8]([F:9])([F:10])[F:11])=[CH:6][CH:5]=[CH:4][C:3]=1[CH:12]=[O:13], predict the reactants needed to synthesize it. The reactants are: [NH2:1][C:2]1[C:7]([C:8]([F:11])([F:10])[F:9])=[CH:6][CH:5]=[CH:4][C:3]=1[CH2:12][OH:13]. (7) Given the product [CH:1]1([NH:4][CH2:28][C:27]2[CH:26]=[CH:25][C:24]([C:22]3[S:23][C:16]4[C:15]([NH:14][C:10]5[CH:9]=[C:8]6[C:13](=[CH:12][CH:11]=5)[NH:5][CH:6]=[CH:7]6)=[N:20][CH:19]=[N:18][C:17]=4[CH:21]=3)=[CH:31][CH:30]=2)[CH2:3][CH2:2]1, predict the reactants needed to synthesize it. The reactants are: [CH:1]1([NH2:4])[CH2:3][CH2:2]1.[NH:5]1[C:13]2[C:8](=[CH:9][C:10]([NH:14][C:15]3[C:16]4[S:23][C:22]([C:24]5[CH:31]=[CH:30][C:27]([CH:28]=O)=[CH:26][CH:25]=5)=[CH:21][C:17]=4[N:18]=[CH:19][N:20]=3)=[CH:11][CH:12]=2)[CH:7]=[CH:6]1.